This data is from Forward reaction prediction with 1.9M reactions from USPTO patents (1976-2016). The task is: Predict the product of the given reaction. (1) The product is: [NH2:20][C:18]1[N:19]=[C:14]([N:7]2[C:8]3[C:9](=[N:10][CH:11]=[CH:12][CH:13]=3)[C:5]([CH2:4][C:3]3[CH:23]=[CH:24][CH:25]=[CH:26][C:2]=3[F:1])=[N:6]2)[N:15]=[C:16]2[C:17]=1[N:21]([CH3:28])[C:30](=[O:29])[NH:22]2. Given the reactants [F:1][C:2]1[CH:26]=[CH:25][CH:24]=[CH:23][C:3]=1[CH2:4][C:5]1[C:9]2=[N:10][CH:11]=[CH:12][CH:13]=[C:8]2[N:7]([C:14]2[N:19]=[C:18]([NH2:20])[C:17]([NH2:21])=[C:16]([NH2:22])[N:15]=2)[N:6]=1.I[CH3:28].[O:29]1CCC[CH2:30]1, predict the reaction product. (2) The product is: [F:1][C:2]1[CH:7]=[CH:6][CH:5]=[CH:4][C:3]=1[C:8]1[CH:9]=[C:10]([N:14]2[CH2:15][CH2:16][NH:17][CH2:18][CH2:19]2)[N:11]=[CH:12][N:13]=1. Given the reactants [F:1][C:2]1[CH:7]=[CH:6][CH:5]=[CH:4][C:3]=1[C:8]1[N:13]=[CH:12][N:11]=[C:10]([N:14]2[CH2:19][CH2:18][N:17](C(OC(C)(C)C)=O)[CH2:16][CH2:15]2)[CH:9]=1.C(OCC)(=O)C.Cl, predict the reaction product. (3) The product is: [F:56][C:55]([F:58])([F:57])[C:53]([OH:59])=[O:54].[NH2:31][CH2:30][CH2:29][N:26]1[CH2:25][CH2:24][N:23]([CH2:22]/[CH:21]=[CH:20]/[C:19]([N:16]2[CH2:15][CH2:14][CH:13]([C@H:12]3[N:7]4[N:6]=[C:5]([C:40]5[CH:45]=[CH:44][C:43]([O:46][C:47]6[CH:52]=[CH:51][CH:50]=[CH:49][CH:48]=6)=[CH:42][CH:41]=5)[C:4]([C:1]([NH2:2])=[O:3])=[C:8]4[NH:9][CH2:10][CH2:11]3)[CH2:18][CH2:17]2)=[O:39])[CH2:28][CH2:27]1. Given the reactants [C:1]([C:4]1[C:5]([C:40]2[CH:45]=[CH:44][C:43]([O:46][C:47]3[CH:52]=[CH:51][CH:50]=[CH:49][CH:48]=3)=[CH:42][CH:41]=2)=[N:6][N:7]2[C@H:12]([CH:13]3[CH2:18][CH2:17][N:16]([C:19](=[O:39])/[CH:20]=[CH:21]/[CH2:22][N:23]4[CH2:28][CH2:27][N:26]([CH2:29][CH2:30][NH:31]C(=O)OC(C)(C)C)[CH2:25][CH2:24]4)[CH2:15][CH2:14]3)[CH2:11][CH2:10][NH:9][C:8]=12)(=[O:3])[NH2:2].[C:53]([OH:59])([C:55]([F:58])([F:57])[F:56])=[O:54], predict the reaction product. (4) Given the reactants C[N:2](C)[CH:3]=[CH:4][C:5]([C:7]1[C:12](=[O:13])[CH:11]=[CH:10][N:9]([C:14]2[CH:19]=[CH:18][C:17]([F:20])=[CH:16][CH:15]=2)[N:8]=1)=O.[C:22]1([NH:28]N)[CH:27]=[CH:26][CH:25]=[CH:24][CH:23]=1, predict the reaction product. The product is: [F:20][C:17]1[CH:18]=[CH:19][C:14]([N:9]2[CH:10]=[CH:11][C:12](=[O:13])[C:7]([C:5]3[N:28]([C:22]4[CH:27]=[CH:26][CH:25]=[CH:24][CH:23]=4)[N:2]=[CH:3][CH:4]=3)=[N:8]2)=[CH:15][CH:16]=1.